Dataset: Reaction yield outcomes from USPTO patents with 853,638 reactions. Task: Predict the reaction yield, written as a fraction of the theoretical maximum amount of product (1.0 means a 100% yield; for example, 0.34 means a 34% yield). (1) The reactants are [CH3:1][O:2][C:3]([C:5]1[CH:14]=[C:13]([OH:15])[C:12]2[C:7](=[C:8]([O:16][CH2:17][C:18]3[CH:23]=[CH:22][CH:21]=[CH:20][CH:19]=3)[CH:9]=[CH:10][CH:11]=2)[N:6]=1)=[O:4].C(NC(C)C)(C)C.[Br:31]N1C(=O)CCC1=O. The catalyst is ClCCl. The product is [CH3:1][O:2][C:3]([C:5]1[C:14]([Br:31])=[C:13]([OH:15])[C:12]2[C:7](=[C:8]([O:16][CH2:17][C:18]3[CH:23]=[CH:22][CH:21]=[CH:20][CH:19]=3)[CH:9]=[CH:10][CH:11]=2)[N:6]=1)=[O:4]. The yield is 0.930. (2) The reactants are [N:1]1[CH:6]=[CH:5][CH:4]=[CH:3][C:2]=1[C:7]#[C:8][CH2:9][CH2:10][C:11]1[CH:18]=[CH:17][C:14]([C:15]#[N:16])=[CH:13][CH:12]=1.CC(N(C)C)=O. The catalyst is C(OCC)(=O)C.Cl[Cu]. The product is [CH:7]1[CH:8]=[C:9]([CH2:10][C:11]2[CH:12]=[CH:13][C:14]([C:15]#[N:16])=[CH:17][CH:18]=2)[N:1]2[C:2]=1[CH:3]=[CH:4][CH:5]=[CH:6]2. The yield is 0.890. (3) The reactants are C(=O)([S:3][CH2:4][CH2:5][C@H:6]([NH:16][C:17]([O:19][CH2:20][C:21]1[CH:26]=[CH:25][CH:24]=[CH:23][CH:22]=1)=[O:18])[C:7](=[O:15])[NH:8][CH2:9][CH2:10][CH2:11][CH2:12][CH:13]=[O:14])C.C[O-].[Na+]. The catalyst is CO. The product is [SH:3][CH2:4][CH2:5][C@H:6]([NH:16][C:17](=[O:18])[O:19][CH2:20][C:21]1[CH:22]=[CH:23][CH:24]=[CH:25][CH:26]=1)[C:7](=[O:15])[NH:8][CH2:9][CH2:10][CH2:11][CH2:12][CH:13]=[O:14]. The yield is 0.860. (4) The reactants are CS([C:5]1[N:6]=[C:7]([C:22]2[CH:27]=[CH:26][CH:25]=[CH:24][CH:23]=2)[C:8]2[CH:14]=[CH:13][C:12](=[O:15])[N:11]([C:16]3[CH:21]=[CH:20][CH:19]=[CH:18][CH:17]=3)[C:9]=2[N:10]=1)(=O)=O.CN1C(=O)CCC1.[CH2:35]([N:37]([CH2:41][CH3:42])[CH2:38][CH2:39][NH2:40])[CH3:36].O. The catalyst is CCOC(C)=O. The product is [CH2:35]([N:37]([CH2:41][CH3:42])[CH2:38][CH2:39][NH:40][C:5]1[N:6]=[C:7]([C:22]2[CH:23]=[CH:24][CH:25]=[CH:26][CH:27]=2)[C:8]2[CH:14]=[CH:13][C:12](=[O:15])[N:11]([C:16]3[CH:21]=[CH:20][CH:19]=[CH:18][CH:17]=3)[C:9]=2[N:10]=1)[CH3:36]. The yield is 0.890. (5) The reactants are [NH2:1][C:2]1[N:3]=[C:4]([CH3:21])[C:5]2[C:11](=S)[NH:10][C@@H:9]([C:13]3[CH:18]=[CH:17][C:16]([F:19])=[CH:15][C:14]=3[Br:20])[CH2:8][C:6]=2[N:7]=1.O=C1C2C(=CC=CC=2)C(=O)[N:24]1[O:33][CH2:34][CH2:35][C@H:36]([O:41][CH3:42])[C:37]([O:39][CH3:40])=[O:38]. The catalyst is [Hg](OC(C)=O)OC(C)=O.C1(C)C=CC=CC=1. The product is [NH2:1][C:2]1[N:3]=[C:4]([CH3:21])[C:5]2=[C:6]([CH2:8][C@H:9]([C:13]3[CH:18]=[CH:17][C:16]([F:19])=[CH:15][C:14]=3[Br:20])[NH:10]/[C:11]/2=[N:24]\[O:33][CH2:34][CH2:35][C@H:36]([O:41][CH3:42])[C:37]([O:39][CH3:40])=[O:38])[N:7]=1. The yield is 0.120.